This data is from Catalyst prediction with 721,799 reactions and 888 catalyst types from USPTO. The task is: Predict which catalyst facilitates the given reaction. (1) Reactant: C([O:3][C:4](=[O:14])[CH2:5]P(OCC)(OCC)=O)C.[H-].[Na+].[C:17]([C:21]1[CH:26]=[CH:25][C:24]([CH2:27][C:28](C2C=CC=CC=2)=O)=[CH:23][CH:22]=1)([CH3:20])([CH3:19])[CH3:18]. Product: [C:17]([C:21]1[CH:22]=[CH:23][C:24]([C:27]([CH3:28])=[CH:5][C:4]([OH:3])=[O:14])=[CH:25][CH:26]=1)([CH3:20])([CH3:19])[CH3:18]. The catalyst class is: 3. (2) Reactant: [CH3:1][O:2][C:3]([C:5]1[CH:6]=[C:7](B(O)O)[CH:8]=[CH:9][CH:10]=1)=[O:4].Br[C:15]1[CH:20]=[CH:19][N:18]=[CH:17][CH:16]=1.C([O-])([O-])=O.[K+].[K+].O1CCOCC1. Product: [N:18]1[CH:19]=[CH:20][C:15]([C:7]2[CH:6]=[C:5]([CH:10]=[CH:9][CH:8]=2)[C:3]([O:2][CH3:1])=[O:4])=[CH:16][CH:17]=1. The catalyst class is: 263. (3) Reactant: [CH:1]1([CH2:7][NH:8][C:9]([C:11]2[C:16]([CH2:17][N:18]([CH2:25][C:26]3[CH:31]=[C:30]([C:32]([F:35])([F:34])[F:33])[CH:29]=[C:28]([C:36]([F:39])([F:38])[F:37])[CH:27]=3)[C:19]3[N:20]=[N:21][N:22]([CH3:24])[N:23]=3)=[CH:15][C:14]([C:40]([F:43])([F:42])[F:41])=[CH:13][N:12]=2)=[O:10])[CH2:6][CH2:5][CH2:4][CH2:3][CH2:2]1.[H-].[Na+].I[CH3:47].O. Product: [CH:1]1([CH2:7][N:8]([CH3:47])[C:9]([C:11]2[C:16]([CH2:17][N:18]([CH2:25][C:26]3[CH:31]=[C:30]([C:32]([F:33])([F:34])[F:35])[CH:29]=[C:28]([C:36]([F:39])([F:38])[F:37])[CH:27]=3)[C:19]3[N:20]=[N:21][N:22]([CH3:24])[N:23]=3)=[CH:15][C:14]([C:40]([F:41])([F:42])[F:43])=[CH:13][N:12]=2)=[O:10])[CH2:6][CH2:5][CH2:4][CH2:3][CH2:2]1. The catalyst class is: 3. (4) Reactant: [F:1][CH2:2][CH:3]([O:6][C:7]1[CH:8]=[C:9]([CH:19]=[C:20]([OH:22])[CH:21]=1)[C:10]([NH:12][C:13]1[CH:17]=[CH:16][N:15]([CH3:18])[N:14]=1)=[O:11])[CH2:4][F:5].[N:23]1([C:27]([C:29]2[CH:30]=[C:31]([Cl:36])[C:32](Cl)=[N:33][CH:34]=2)=[O:28])[CH2:26][CH2:25][CH2:24]1.C(=O)([O-])[O-].[K+].[K+]. Product: [N:23]1([C:27]([C:29]2[CH:30]=[C:31]([Cl:36])[C:32]([O:22][C:20]3[CH:19]=[C:9]([CH:8]=[C:7]([O:6][CH:3]([CH2:2][F:1])[CH2:4][F:5])[CH:21]=3)[C:10]([NH:12][C:13]3[CH:17]=[CH:16][N:15]([CH3:18])[N:14]=3)=[O:11])=[N:33][CH:34]=2)=[O:28])[CH2:26][CH2:25][CH2:24]1. The catalyst class is: 10.